This data is from Forward reaction prediction with 1.9M reactions from USPTO patents (1976-2016). The task is: Predict the product of the given reaction. (1) The product is: [Cl:9][C:6]1[C:7]([Cl:8])=[C:2]([Cl:1])[CH:3]=[C:4]([C:10]2[O:11][CH:24]=[N:23][CH:22]=2)[N:5]=1. Given the reactants [Cl:1][C:2]1[C:7]([Cl:8])=[C:6]([Cl:9])[N:5]=[C:4]([CH:10]=[O:11])[CH:3]=1.S([CH2:22][N+:23]#[C-:24])(C1C=CC(C)=CC=1)(=O)=O.C(=O)([O-])[O-].[K+].[K+], predict the reaction product. (2) Given the reactants [CH2:1]([O:8][C@H:9]([C@@H:11]([N:14]1[C:18](=[O:19])[N:17]([C:20]2[CH:25]=[CH:24][C:23]([N:26]3[CH2:31][CH2:30][N:29]([C:32]4[CH:37]=[CH:36][C:35]([OH:38])=[CH:34][CH:33]=4)[CH2:28][CH2:27]3)=[CH:22][CH:21]=2)[CH:16]=[N:15]1)[CH2:12][CH3:13])[CH3:10])[C:2]1[CH:7]=[CH:6][CH:5]=[CH:4][CH:3]=1.CS(C)=O.[OH-].[Na+].[N:45]1([CH2:50][C@@:51]2([C:68]3[CH:73]=[CH:72][C:71]([F:74])=[CH:70][C:69]=3[F:75])[O:55][CH2:54][C@@H:53]([CH2:56]OS(C3C=CC(C)=CC=3)(=O)=O)[CH2:52]2)[CH:49]=[N:48][CH:47]=[N:46]1, predict the reaction product. The product is: [N:45]1([CH2:50][C@@:51]2([C:68]3[CH:73]=[CH:72][C:71]([F:74])=[CH:70][C:69]=3[F:75])[O:55][CH2:54][C@@H:53]([CH2:56][O:38][C:35]3[CH:36]=[CH:37][C:32]([N:29]4[CH2:28][CH2:27][N:26]([C:23]5[CH:24]=[CH:25][C:20]([N:17]6[C:18](=[O:19])[N:14]([C@@H:11]([CH2:12][CH3:13])[C@@H:9]([O:8][CH2:1][C:2]7[CH:3]=[CH:4][CH:5]=[CH:6][CH:7]=7)[CH3:10])[N:15]=[CH:16]6)=[CH:21][CH:22]=5)[CH2:31][CH2:30]4)=[CH:33][CH:34]=3)[CH2:52]2)[CH:49]=[N:48][CH:47]=[N:46]1. (3) Given the reactants Br[C:2]1[CH:7]=[CH:6][C:5]([CH:8]2[CH2:11][N:10]([C:12]([C:14]3[CH:15]=[CH:16][C:17]([Cl:33])=[C:18]([NH:20][C:21](=[O:32])[C:22]4[CH:27]=[CH:26][C:25]([NH:28][CH:29]([CH3:31])[CH3:30])=[N:24][CH:23]=4)[CH:19]=3)=[O:13])[CH2:9]2)=[CH:4][CH:3]=1.C([O-])([O-])=O.[Na+].[Na+].[CH:40]1[C:49]2[C:44](=[CH:45][C:46](B(O)O)=[CH:47][CH:48]=2)[CH:43]=[CH:42][N:41]=1.O, predict the reaction product. The product is: [Cl:33][C:17]1[CH:16]=[CH:15][C:14]([C:12]([N:10]2[CH2:11][CH:8]([C:5]3[CH:6]=[CH:7][C:2]([C:46]4[CH:45]=[C:44]5[C:49](=[CH:48][CH:47]=4)[CH:40]=[N:41][CH:42]=[CH:43]5)=[CH:3][CH:4]=3)[CH2:9]2)=[O:13])=[CH:19][C:18]=1[NH:20][C:21](=[O:32])[C:22]1[CH:27]=[CH:26][C:25]([NH:28][CH:29]([CH3:31])[CH3:30])=[N:24][CH:23]=1. (4) Given the reactants [O:1]=[C:2]1[O:8][C@H:7]([C@H:9]([CH2:11]O)O)[C:5]([O-])=[C:3]1O.[Na+].[CH2:14]([N:21]=[N+:22]=[N-:23])[C:15]1[CH:20]=[CH:19][CH:18]=[CH:17][CH:16]=1.C(O)(=O)CCCC#C.[Cl-].[Na+], predict the reaction product. The product is: [CH2:14]([N:21]1[CH:11]=[C:9]([CH2:7][CH2:5][CH2:3][C:2]([OH:8])=[O:1])[N:23]=[N:22]1)[C:15]1[CH:20]=[CH:19][CH:18]=[CH:17][CH:16]=1. (5) Given the reactants N(C1C=CC(C(N([C:11](=[O:25])[CH2:12][CH2:13][CH2:14][CH2:15][C@H:16]2[C@@H:24]3[C@@H:19]([NH:20][C:21]([NH:23]3)=[O:22])[CH2:18][S:17]2)N)=O)=CC=1)N.C(OC)(=O)CC(C)=[O:31].C(O)(=O)C, predict the reaction product. The product is: [OH:31][C:11]([CH2:12][CH2:13][CH2:14][CH2:15][C@H:16]1[C@@H:24]2[C@@H:19]([NH:20][C:21]([NH:23]2)=[O:22])[CH2:18][S:17]1)=[O:25]. (6) Given the reactants [Br:1][C:2]1[CH:3]=[CH:4][CH:5]=[C:6]2[C:11]=1[N:10]=[C:9]([CH2:12]Br)[CH:8]=[CH:7]2.[CH3:14][NH2:15], predict the reaction product. The product is: [Br:1][C:2]1[CH:3]=[CH:4][CH:5]=[C:6]2[C:11]=1[N:10]=[C:9]([CH2:12][NH:15][CH3:14])[CH:8]=[CH:7]2.